From a dataset of Full USPTO retrosynthesis dataset with 1.9M reactions from patents (1976-2016). Predict the reactants needed to synthesize the given product. (1) Given the product [CH:43]1([NH:46][C:34](=[O:35])[O:23][CH2:22][CH2:21][N:19]2[CH:20]=[C:16]([C:14]3[S:15][C:8]4[C:9](=[N:10][CH:11]=[CH:12][C:7]=4[O:6][C:5]4[CH:24]=[CH:25][C:2]([NH:1][C:32]([NH:27][CH:28]5[CH2:29][CH2:30]5)=[O:51])=[CH:3][C:4]=4[F:26])[CH:13]=3)[CH:17]=[N:18]2)[CH2:45][CH2:44]1, predict the reactants needed to synthesize it. The reactants are: [NH2:1][C:2]1[CH:25]=[CH:24][C:5]([O:6][C:7]2[CH:12]=[CH:11][N:10]=[C:9]3[CH:13]=[C:14]([C:16]4[CH:17]=[N:18][N:19]([CH2:21][CH2:22][OH:23])[CH:20]=4)[S:15][C:8]=23)=[C:4]([F:26])[CH:3]=1.[N:27]1[CH:32]=C[CH:30]=[CH:29][CH:28]=1.Cl[C:34](OC1C=CC=CC=1)=[O:35].[CH:43]1([NH2:46])[CH2:45][CH2:44]1.CN(C=[O:51])C. (2) Given the product [C:1]([O:5][C:6]([CH:8]1[CH2:16][CH:15]2[CH:10]([CH2:11][CH2:12][CH2:13][CH2:14]2)[N:9]1[C:17](=[O:44])[CH:18]([NH:23][C:24](=[O:43])[CH:25]([NH2:32])[CH:26]1[CH2:27][CH2:28][CH2:29][CH2:30][CH2:31]1)[C:19]([CH3:22])([CH3:21])[CH3:20])=[O:7])([CH3:2])([CH3:3])[CH3:4], predict the reactants needed to synthesize it. The reactants are: [C:1]([O:5][C:6]([CH:8]1[CH2:16][CH:15]2[CH:10]([CH2:11][CH2:12][CH2:13][CH2:14]2)[N:9]1[C:17](=[O:44])[CH:18]([NH:23][C:24](=[O:43])[CH:25]([NH:32]C(OCC1C=CC=CC=1)=O)[CH:26]1[CH2:31][CH2:30][CH2:29][CH2:28][CH2:27]1)[C:19]([CH3:22])([CH3:21])[CH3:20])=[O:7])([CH3:4])([CH3:3])[CH3:2].